Dataset: Full USPTO retrosynthesis dataset with 1.9M reactions from patents (1976-2016). Task: Predict the reactants needed to synthesize the given product. (1) Given the product [Cl:21][C:22]1[CH:27]=[CH:26][C:25]([C:16]2([OH:20])[C:14]3[N:15]=[C:11]([C:10]4[C:2]([CH3:1])=[N:3][N:4]5[CH:9]=[CH:8][CH:7]=[CH:6][C:5]=45)[S:12][C:13]=3[CH2:19][CH2:18][CH2:17]2)=[CH:24][CH:23]=1, predict the reactants needed to synthesize it. The reactants are: [CH3:1][C:2]1[C:10]([C:11]2[S:12][C:13]3[CH2:19][CH2:18][CH2:17][C:16](=[O:20])[C:14]=3[N:15]=2)=[C:5]2[CH:6]=[CH:7][CH:8]=[CH:9][N:4]2[N:3]=1.[Cl:21][C:22]1[CH:27]=[CH:26][C:25]([Mg]Br)=[CH:24][CH:23]=1.CCOCC.[NH4+].[Cl-]. (2) Given the product [CH3:33][N:30]1[CH:31]=[CH:32][C:28]([NH:27][C:26]([C:7]2[CH:6]=[C:5]([O:4][CH:1]([CH3:3])[CH3:2])[C:10]3[CH2:11][CH:12]([CH2:14][NH:35][CH:36]4[CH2:38][CH2:37]4)[O:13][C:9]=3[CH:8]=2)=[O:34])=[N:29]1, predict the reactants needed to synthesize it. The reactants are: [CH:1]([O:4][C:5]1[C:10]2[CH2:11][CH:12]([CH2:14]OS(C3C=CC(C)=CC=3)(=O)=O)[O:13][C:9]=2[CH:8]=[C:7]([C:26](=[O:34])[NH:27][C:28]2[CH:32]=[CH:31][N:30]([CH3:33])[N:29]=2)[CH:6]=1)([CH3:3])[CH3:2].[NH2:35][CH2:36][CH2:37][CH3:38]. (3) Given the product [Cl:7][C:8]([F:37])([F:38])[O:9][C:10]1[CH:15]=[CH:14][C:13]([NH:16][C:17](=[O:36])[C:18]2[CH:23]=[C:22]([C:24]3[NH:28][N:27]=[CH:26][CH:25]=3)[C:21]([NH:29][CH2:30][CH2:31][C@H:32]([OH:35])[CH2:33][OH:34])=[N:20][CH:19]=2)=[CH:12][CH:11]=1, predict the reactants needed to synthesize it. The reactants are: C(=O)=O.CCO.[Cl:7][C:8]([F:38])([F:37])[O:9][C:10]1[CH:15]=[CH:14][C:13]([NH:16][C:17](=[O:36])[C:18]2[CH:23]=[C:22]([C:24]3[NH:28][N:27]=[CH:26][CH:25]=3)[C:21]([NH:29][CH2:30][CH2:31][CH:32]([OH:35])[CH2:33][OH:34])=[N:20][CH:19]=2)=[CH:12][CH:11]=1. (4) Given the product [NH2:17][C@H:12]1[CH2:13][CH2:14][CH2:15][CH2:16][C@H:11]1[NH:10][C:7]1[N:8]=[N:9][C:4]([C:1]([NH2:2])=[O:3])=[C:5]([NH:25][C:26]2[CH:31]=[CH:30][C:29]([O:32][CH3:33])=[C:28]([CH2:34][CH2:35][CH3:36])[N:27]=2)[CH:6]=1, predict the reactants needed to synthesize it. The reactants are: [C:1]([C:4]1[N:9]=[N:8][C:7]([NH:10][C@@H:11]2[CH2:16][CH2:15][CH2:14][CH2:13][C@@H:12]2[NH:17]C(=O)OC(C)(C)C)=[CH:6][C:5]=1[NH:25][C:26]1[CH:31]=[CH:30][C:29]([O:32][CH3:33])=[C:28]([CH2:34][CH2:35][CH3:36])[N:27]=1)(=[O:3])[NH2:2].FC(F)(F)C(O)=O.